This data is from Catalyst prediction with 721,799 reactions and 888 catalyst types from USPTO. The task is: Predict which catalyst facilitates the given reaction. The catalyst class is: 3. Product: [N:18]1([CH2:17][C@@H:13]([O:12][C:11]2[CH:10]=[CH:9][C:8]3[C:7](=[O:23])[CH2:6][CH2:5][CH2:4][C:3]=3[C:2]=2[NH:1][C:34]([C:24]2[C:33]3[C:28](=[CH:29][CH:30]=[CH:31][CH:32]=3)[CH:27]=[CH:26][N:25]=2)=[O:35])[CH:14]([CH3:16])[CH3:15])[CH:22]=[CH:21][N:20]=[CH:19]1. Reactant: [NH2:1][C:2]1[C:11]([O:12][C@H:13]([CH2:17][N:18]2[CH:22]=[CH:21][N:20]=[CH:19]2)[CH:14]([CH3:16])[CH3:15])=[CH:10][CH:9]=[C:8]2[C:3]=1[CH2:4][CH2:5][CH2:6][C:7]2=[O:23].[C:24]1([C:34](O)=[O:35])[C:33]2[C:28](=[CH:29][CH:30]=[CH:31][CH:32]=2)[CH:27]=[CH:26][N:25]=1.CCN(CC)CC.CN(C(ON1N=NC2C=CC=NC1=2)=[N+](C)C)C.F[P-](F)(F)(F)(F)F.